Dataset: Full USPTO retrosynthesis dataset with 1.9M reactions from patents (1976-2016). Task: Predict the reactants needed to synthesize the given product. (1) Given the product [OH:25][C:24]1[N:26]=[C:5]([C:7]2[CH:8]=[CH:9][CH:10]=[CH:11][CH:12]=2)[C:4]([C:13]2[CH:14]=[CH:15][C:16]([CH3:19])=[CH:17][CH:18]=2)=[CH:3][C:23]=1[C:21]#[N:22], predict the reactants needed to synthesize it. The reactants are: CN(C)/[CH:3]=[C:4](\[C:13]1[CH:18]=[CH:17][C:16]([CH3:19])=[CH:15][CH:14]=1)/[C:5]([C:7]1[CH:12]=[CH:11][CH:10]=[CH:9][CH:8]=1)=O.[C:21]([CH2:23][C:24]([NH2:26])=[O:25])#[N:22].CO.[H-].[Na+]. (2) Given the product [C:19]([O:23][C:24]1[CH:29]=[C:28]([C:2]2[C:11]3[C:6](=[C:7]([C:12]4[CH:17]=[CH:16][CH:15]=[CH:14][CH:13]=4)[CH:8]=[CH:9][CH:10]=3)[C:5]([Cl:18])=[N:4][N:3]=2)[CH:27]=[CH:26][N:25]=1)([CH3:22])([CH3:20])[CH3:21], predict the reactants needed to synthesize it. The reactants are: Cl[C:2]1[C:11]2[C:6](=[C:7]([C:12]3[CH:17]=[CH:16][CH:15]=[CH:14][CH:13]=3)[CH:8]=[CH:9][CH:10]=2)[C:5]([Cl:18])=[N:4][N:3]=1.[C:19]([O:23][C:24]1[CH:29]=[C:28](B2OC(C)(C)C(C)(C)O2)[CH:27]=[CH:26][N:25]=1)([CH3:22])([CH3:21])[CH3:20].P(=O)(O)(O)O.[K]. (3) Given the product [Cl:1][C:2]1[CH:7]=[CH:6][C:5]([O:8][CH2:10][C@@H:11]([CH3:14])[CH2:12][Cl:13])=[CH:4][CH:3]=1, predict the reactants needed to synthesize it. The reactants are: [Cl:1][C:2]1[CH:7]=[CH:6][C:5]([OH:8])=[CH:4][CH:3]=1.Br[CH2:10][C@@H:11]([CH3:14])[CH2:12][Cl:13]. (4) Given the product [NH:1]1[C:5]2[CH:6]=[CH:7][CH:8]=[CH:9][C:4]=2[N:3]=[C:2]1[C:10]1[N:11]=[C:12]([CH2:35][CH3:36])[S:13][C:14]=1[N:15]1[CH2:20][CH2:19][N:18]([C:21](=[O:32])[CH2:22][N:23]2[C:27]3=[N:28][CH:29]=[CH:30][CH:31]=[C:26]3[CH:25]=[CH:24]2)[CH2:17][CH2:16]1, predict the reactants needed to synthesize it. The reactants are: [NH:1]1[C:5]2[CH:6]=[CH:7][CH:8]=[CH:9][C:4]=2[N:3]=[C:2]1[C:10]1[N:11]=[C:12](Br)[S:13][C:14]=1[N:15]1[CH2:20][CH2:19][N:18]([C:21](=[O:32])[CH2:22][N:23]2[C:27]3=[N:28][CH:29]=[CH:30][CH:31]=[C:26]3[CH:25]=[CH:24]2)[CH2:17][CH2:16]1.O1CCO[CH2:36][CH2:35]1.